From a dataset of Full USPTO retrosynthesis dataset with 1.9M reactions from patents (1976-2016). Predict the reactants needed to synthesize the given product. (1) Given the product [NH2:45][CH2:24][C:23]1[C:18]([C:12]2([OH:17])[CH2:11][CH:10]3[N:9]([CH:8]([C:33]4[CH:38]=[CH:37][CH:36]=[CH:35][C:34]=4[Cl:39])[C:3]4[CH:4]=[CH:5][CH:6]=[CH:7][C:2]=4[Cl:1])[CH:14]([CH2:15][CH2:16]3)[CH2:13]2)=[N:19][CH:20]=[CH:21][CH:22]=1, predict the reactants needed to synthesize it. The reactants are: [Cl:1][C:2]1[CH:7]=[CH:6][CH:5]=[CH:4][C:3]=1[CH:8]([C:33]1[CH:38]=[CH:37][CH:36]=[CH:35][C:34]=1[Cl:39])[N:9]1[CH:14]2[CH2:15][CH2:16][CH:10]1[CH2:11][C:12]([C:18]1[C:23]([CH2:24]O[Si](C(C)(C)C)(C)C)=[CH:22][CH:21]=[CH:20][N:19]=1)([OH:17])[CH2:13]2.[F-].C([N+:45](CCCC)(CCCC)CCCC)CCC. (2) Given the product [Cl:18][C:4]1[C:3]([CH3:19])=[C:2]([B:36]2[O:40][C:39]([CH3:42])([CH3:41])[C:38]([CH3:44])([CH3:43])[O:37]2)[CH:7]=[CH:6][C:5]=1[CH2:8][CH2:9][CH2:10][N:11]1[CH2:16][CH2:15][N:14]([CH3:17])[CH2:13][CH2:12]1, predict the reactants needed to synthesize it. The reactants are: Br[C:2]1[CH:7]=[CH:6][C:5]([CH2:8][CH2:9][CH2:10][N:11]2[CH2:16][CH2:15][N:14]([CH3:17])[CH2:13][CH2:12]2)=[C:4]([Cl:18])[C:3]=1[CH3:19].C(=O)=O.CC(C)=O.[Li]CCCC.C(O[B:36]1[O:40][C:39]([CH3:42])([CH3:41])[C:38]([CH3:44])([CH3:43])[O:37]1)(C)C.